From a dataset of Drug-target binding data from BindingDB using Kd measurements. Regression. Given a target protein amino acid sequence and a drug SMILES string, predict the binding affinity score between them. We predict pKd (pKd = -log10(Kd in M); higher means stronger binding). Dataset: bindingdb_kd. (1) The pKd is 6.0. The target protein (Q9UQB9) has sequence MSSPRAVVQLGKAQPAGEELATANQTAQQPSSPAMRRLTVDDFEIGRPLGKGKFGNVYLARLKESHFIVALKVLFKSQIEKEGLEHQLRREIEIQAHLQHPNILRLYNYFHDARRVYLILEYAPRGELYKELQKSEKLDEQRTATIIEELADALTYCHDKKVIHRDIKPENLLLGFRGEVKIADFGWSVHTPSLRRKTMCGTLDYLPPEMIEGRTYDEKVDLWCIGVLCYELLVGYPPFESASHSETYRRILKVDVRFPLSMPLGARDLISRLLRYQPLERLPLAQILKHPWVQAHSRRVLPPCAQMAS. The compound is CN1CCN(c2ccc3nc(-c4c(N)c5c(F)cccc5[nH]c4=O)[nH]c3c2)CC1. (2) The compound is Cc1sc2c(c1C)C(c1ccc(Cl)cc1)=N[C@H](CC(=O)OC(C)(C)C)c1nnc(C)n1-2. The target protein sequence is EQLKHCNGILKELLSKKHAAYAWPFYKPVDASALGLHDYHDIIKHPMDLSTVKRKMENRDYRDAQEFAADVRLMFSNCYKYNPPDHDVVAMARKLQDVFEFRYAKMPD. The pKd is 7.7.